From a dataset of Reaction yield outcomes from USPTO patents with 853,638 reactions. Predict the reaction yield, written as a fraction of the theoretical maximum amount of product (1.0 means a 100% yield; for example, 0.34 means a 34% yield). (1) The reactants are C([N:8]1[CH2:13][CH2:12][O:11][CH:10]([C:14]2[CH:19]=[CH:18][CH:17]=[CH:16][C:15]=2[O:20][CH:21]([CH3:23])[CH3:22])[CH2:9]1)C1C=CC=CC=1.C([O-])=O.[NH4+]. No catalyst specified. The product is [CH:21]([O:20][C:15]1[CH:16]=[CH:17][CH:18]=[CH:19][C:14]=1[CH:10]1[O:11][CH2:12][CH2:13][NH:8][CH2:9]1)([CH3:23])[CH3:22]. The yield is 0.630. (2) The reactants are [C:1]([NH2:5])([CH3:4])([CH3:3])[CH3:2].[Br:6][C:7]1[CH:8]=[C:9]([S:13](Cl)(=[O:15])=[O:14])[CH:10]=[CH:11][CH:12]=1. No catalyst specified. The product is [Br:6][C:7]1[CH:8]=[C:9]([S:13]([NH:5][C:1]([CH3:4])([CH3:3])[CH3:2])(=[O:15])=[O:14])[CH:10]=[CH:11][CH:12]=1. The yield is 1.06. (3) The product is [CH:9](/[C:2]1[CH:3]=[C:4]([CH:7]=[O:8])[O:5][CH:6]=1)=[CH:10]/[CH3:11]. The yield is 0.480. The catalyst is CN(C=O)C. The reactants are Br[C:2]1[CH:3]=[C:4]([CH:7]=[O:8])[O:5][CH:6]=1.[CH:9](/B(O)O)=[CH:10]/[CH3:11].C(C1OC(C=O)=CC=1)C1C=CC=CC=1.